This data is from Reaction yield outcomes from USPTO patents with 853,638 reactions. The task is: Predict the reaction yield, written as a fraction of the theoretical maximum amount of product (1.0 means a 100% yield; for example, 0.34 means a 34% yield). (1) The yield is 0.680. The product is [CH3:33][C:34]([CH3:41])([CH2:39][O:1][C:2]1[CH:7]=[N:6][C:5]([N:8]2[CH:12]=[CH:11][C:10]([CH:13]([C:15]3[CH:32]=[CH:31][C:18]4[N:19]([CH2:23][O:24][CH2:25][CH2:26][Si:27]([CH3:30])([CH3:29])[CH3:28])[C:20](=[O:22])[S:21][C:17]=4[CH:16]=3)[CH3:14])=[N:9]2)=[CH:4][CH:3]=1)[C:35]([O:37][CH3:38])=[O:36]. The catalyst is O1CCOCC1. The reactants are [OH:1][C:2]1[CH:3]=[CH:4][C:5]([N:8]2[CH:12]=[CH:11][C:10]([CH:13]([C:15]3[CH:32]=[CH:31][C:18]4[N:19]([CH2:23][O:24][CH2:25][CH2:26][Si:27]([CH3:30])([CH3:29])[CH3:28])[C:20](=[O:22])[S:21][C:17]=4[CH:16]=3)[CH3:14])=[N:9]2)=[N:6][CH:7]=1.[CH3:33][C:34]([CH3:41])([CH2:39]O)[C:35]([O:37][CH3:38])=[O:36].C1(P(C2C=CC=CC=2)C2C=CC=CC=2)C=CC=CC=1.N(C(OC(C)C)=O)=NC(OC(C)C)=O. (2) The reactants are Cl[CH2:2][CH2:3][CH2:4][S:5]([N:8]1[CH2:13][CH2:12][CH:11]([C:14]2[C:22]3[C:17](=[C:18]([C:29]([NH2:31])=[O:30])[CH:19]=[C:20]([C:23]4[CH:28]=[CH:27][CH:26]=[CH:25][CH:24]=4)[CH:21]=3)[NH:16][CH:15]=2)[CH2:10][CH2:9]1)(=[O:7])=[O:6].[CH3:32][O:33][C:34]1[CH:39]=[CH:38][CH:37]=[CH:36][C:35]=1[OH:40].C([O-])([O-])=O.[K+].[K+]. The catalyst is [I-].[Na+]. The product is [CH3:32][O:33][C:34]1[CH:39]=[CH:38][CH:37]=[CH:36][C:35]=1[O:40][CH2:2][CH2:3][CH2:4][S:5]([N:8]1[CH2:13][CH2:12][CH:11]([C:14]2[C:22]3[C:17](=[C:18]([C:29]([NH2:31])=[O:30])[CH:19]=[C:20]([C:23]4[CH:28]=[CH:27][CH:26]=[CH:25][CH:24]=4)[CH:21]=3)[NH:16][CH:15]=2)[CH2:10][CH2:9]1)(=[O:7])=[O:6]. The yield is 0.480.